Dataset: hERG potassium channel inhibition data for cardiac toxicity prediction from Karim et al.. Task: Regression/Classification. Given a drug SMILES string, predict its toxicity properties. Task type varies by dataset: regression for continuous values (e.g., LD50, hERG inhibition percentage) or binary classification for toxic/non-toxic outcomes (e.g., AMES mutagenicity, cardiotoxicity, hepatotoxicity). Dataset: herg_karim. (1) The molecule is COC1CN(CCn2c(=O)ccc3ccc(C#N)cc32)CCC1NCc1cc2c(cn1)OCCO2. The result is 0 (non-blocker). (2) The molecule is CN1C[C@@H]2C[C@H]1CN2c1ccc(-c2ccccc2)nc1. The result is 1 (blocker). (3) The drug is COc1ccc([C@H]2CN(CCc3ccc(OC)c(OC)c3)C[C@@H]2Cc2nc3ccc(Cl)cc3[nH]2)cc1. The result is 1 (blocker). (4) The molecule is Cc1nc2ccncc2n1C1C[C@H]2CC[C@H](C1)N2CC[C@H](NC(=O)C1CCS(=O)(=O)CC1)c1ccc(F)cc1. The result is 0 (non-blocker). (5) The molecule is O=C(O)[C@H](Cc1cccc(C(F)(F)F)c1)N1CCC(CN2CCC(Oc3ccc(Cl)c(Cl)c3)CC2)CC1. The result is 1 (blocker). (6) The drug is Fc1ccncc1-c1ccccc1OC1CC2CNCC1C2. The result is 1 (blocker). (7) The molecule is CC(C)[C@@H](Oc1ccc(CNC(=O)[C@@H]2CCCN2C(=O)C(N)C2CCCCC2)cc1)C(=O)O.O=C(O)C(F)(F)F. The result is 0 (non-blocker). (8) The compound is C[C@@H]1Cn2ncc(C3CCN(S(C)(=O)=O)CC3)c2CN1c1ccnc2[nH]ccc12. The result is 0 (non-blocker). (9) The molecule is CN1[C@@H]2CCC[C@@H]1CC(NC(=O)c1cccc3oc(C4CC4)nc13)C2. The result is 1 (blocker).